From a dataset of Peptide-MHC class I binding affinity with 185,985 pairs from IEDB/IMGT. Regression. Given a peptide amino acid sequence and an MHC pseudo amino acid sequence, predict their binding affinity value. This is MHC class I binding data. (1) The peptide sequence is LLDCIMFQS. The MHC is HLA-A68:02 with pseudo-sequence HLA-A68:02. The binding affinity (normalized) is 0.194. (2) The peptide sequence is GLFPVSIPIT. The MHC is HLA-A30:01 with pseudo-sequence HLA-A30:01. The binding affinity (normalized) is 0.106.